From a dataset of Forward reaction prediction with 1.9M reactions from USPTO patents (1976-2016). Predict the product of the given reaction. (1) Given the reactants [F:1][C:2]1[CH:7]=[C:6]([F:8])[CH:5]=[CH:4][C:3]=1[CH:9]=[N:10][C:11]([O:13][Si](C)(C)C)=[CH2:12].C(OC([N:25]1[C:33]2[C:28](=[CH:29][CH:30]=[C:31]([Cl:34])[CH:32]=2)/[C:27](=[CH:35]/[C:36]2[CH:41]=[CH:40][CH:39]=[C:38]([Cl:42])[CH:37]=2)/[C:26]1=[O:43])=O)(C)(C)C.CO, predict the reaction product. The product is: [Cl:34][C:31]1[CH:32]=[C:33]2[NH:25][C:26](=[O:43])[C:27]3([CH:35]([C:36]4[CH:41]=[CH:40][CH:39]=[C:38]([Cl:42])[CH:37]=4)[CH2:13][C:11](=[O:12])[NH:10][CH:9]3[C:3]3[CH:4]=[CH:5][C:6]([F:8])=[CH:7][C:2]=3[F:1])[C:28]2=[CH:29][CH:30]=1. (2) Given the reactants [O:1]=[C:2]1[C:11]2[C:6](=[CH:7][CH:8]=[CH:9][CH:10]=2)[C:5]2[CH2:12][C:13]3[CH:14]=[CH:15][C:16]([N+:19]([O-])=O)=[CH:17][C:18]=3[C:4]=2[NH:3]1.C([O-])=O.[NH4+], predict the reaction product. The product is: [O:1]=[C:2]1[C:11]2[C:6](=[CH:7][CH:8]=[CH:9][CH:10]=2)[C:5]2[CH2:12][C:13]3[CH:14]=[CH:15][C:16]([NH2:19])=[CH:17][C:18]=3[C:4]=2[NH:3]1. (3) Given the reactants Cl.[N:2]1[C:7]2[CH:8]=[CH:9][C:10](B(O)O)=[CH:11][C:6]=2[N:5]=[CH:4][CH:3]=1.C1(P(C2C3C(=CC=CC=3)C=CC=2)C2C3C(=CC=CC=3)C=CC=2)C2C(=CC=CC=2)C=CC=1.[O-]P([O-])([O-])=O.[K+].[K+].[K+].Br[CH2:55][C:56]([O:58][CH2:59][CH3:60])=[O:57], predict the reaction product. The product is: [CH2:59]([O:58][C:56](=[O:57])[CH2:55][C:10]1[CH:11]=[C:6]2[C:7](=[CH:8][CH:9]=1)[N:2]=[CH:3][CH:4]=[N:5]2)[CH3:60]. (4) Given the reactants Cl[C:2]1[CH:11]=[C:10]([CH2:12]C(O)=O)[C:9]2[C:4](=[CH:5][CH:6]=[C:7]([CH3:16])[CH:8]=2)[N:3]=1.[S:17]1[C:23]2[CH:24]=[CH:25][CH:26]=[CH:27][C:22]=2[CH2:21][NH:20][CH2:19][CH2:18]1, predict the reaction product. The product is: [CH3:12][C:10]1[C:9]2[C:4](=[CH:5][CH:6]=[C:7]([CH3:16])[CH:8]=2)[N:3]=[C:2]([N:20]2[CH2:21][C:22]3[CH:27]=[CH:26][CH:25]=[CH:24][C:23]=3[S:17][CH2:18][CH2:19]2)[CH:11]=1. (5) Given the reactants [CH2:1]([O:8][C:9]1[CH:16]=[CH:15][CH:14]=[CH:13][C:10]=1[CH:11]=O)[C:2]1[CH:7]=[CH:6][CH:5]=[CH:4][CH:3]=1.[Br-].[OH:18][CH2:19][CH2:20][CH2:21][P+](C1C=CC=CC=1)(C1C=CC=CC=1)C1C=CC=CC=1.C(=O)([O-])[O-].[K+].[K+], predict the reaction product. The product is: [CH2:1]([O:8][C:9]1[CH:16]=[CH:15][CH:14]=[CH:13][C:10]=1[CH:11]=[CH:21][CH2:20][CH2:19][OH:18])[C:2]1[CH:7]=[CH:6][CH:5]=[CH:4][CH:3]=1. (6) The product is: [CH:38]1([CH2:37][N:34]2[CH:35]=[CH:36][C:31]([C:6]3[CH:5]=[CH:4][C:3]([NH:17][CH:18]4[CH2:19][CH2:20][O:21][CH2:22][CH2:23]4)=[C:2]([Cl:1])[CH:7]=3)=[C:32]([C:42]#[N:43])[C:33]2=[O:41])[CH2:39][CH2:40]1. Given the reactants [Cl:1][C:2]1[CH:7]=[C:6](B2OC(C)(C)C(C)(C)O2)[CH:5]=[CH:4][C:3]=1[NH:17][CH:18]1[CH2:23][CH2:22][O:21][CH2:20][CH2:19]1.C([O-])([O-])=O.[Na+].[Na+].Br[C:31]1[CH:36]=[CH:35][N:34]([CH2:37][CH:38]2[CH2:40][CH2:39]2)[C:33](=[O:41])[C:32]=1[C:42]#[N:43], predict the reaction product. (7) Given the reactants C([N:8](CC1C=CC=CC=1)[CH:9]1[CH2:12][CH:11]([C:13]([OH:16])([CH3:15])[CH3:14])[CH2:10]1)C1C=CC=CC=1.CC(O)=O.O, predict the reaction product. The product is: [NH2:8][CH:9]1[CH2:12][CH:11]([C:13]([OH:16])([CH3:15])[CH3:14])[CH2:10]1. (8) Given the reactants [OH-].[Na+].[CH2:3]([O:10][C:11]1[CH:20]=[C:19]([N:21]2[CH:25]=[CH:24][N:23]=[CH:22]2)[CH:18]=[CH:17][C:12]=1[C:13]([O:15]C)=[O:14])[C:4]1[CH:9]=[CH:8][CH:7]=[CH:6][CH:5]=1.[ClH:26], predict the reaction product. The product is: [ClH:26].[CH2:3]([O:10][C:11]1[CH:20]=[C:19]([N:21]2[CH:25]=[CH:24][N:23]=[CH:22]2)[CH:18]=[CH:17][C:12]=1[C:13]([OH:15])=[O:14])[C:4]1[CH:5]=[CH:6][CH:7]=[CH:8][CH:9]=1. (9) The product is: [Br:5][C:6]1[CH:7]=[CH:8][C:9]([F:41])=[C:10]([C@:12]23[CH2:19][O:18][C@H:17]([CH2:20][O:21][C:22]([C:35]4[CH:40]=[CH:39][CH:38]=[CH:37][CH:36]=4)([C:29]4[CH:30]=[CH:31][CH:32]=[CH:33][CH:34]=4)[C:23]4[CH:28]=[CH:27][CH:26]=[CH:25][CH:24]=4)[C@H:16]2[CH2:15][O:14][N:13]3[C:1](=[O:3])[CH3:2])[CH:11]=1. Given the reactants [C:1](Cl)(=[O:3])[CH3:2].[Br:5][C:6]1[CH:7]=[CH:8][C:9]([F:41])=[C:10]([C@@:12]23[CH2:19][O:18][C@H:17]([CH2:20][O:21][C:22]([C:35]4[CH:40]=[CH:39][CH:38]=[CH:37][CH:36]=4)([C:29]4[CH:34]=[CH:33][CH:32]=[CH:31][CH:30]=4)[C:23]4[CH:28]=[CH:27][CH:26]=[CH:25][CH:24]=4)[C@H:16]2[CH2:15][O:14][NH:13]3)[CH:11]=1.N1C=CC=CC=1.S(=O)(=O)(O)O, predict the reaction product.